From a dataset of Forward reaction prediction with 1.9M reactions from USPTO patents (1976-2016). Predict the product of the given reaction. (1) Given the reactants [CH3:1][N:2]1[CH2:28][CH2:27][C:5]2[N:6]([CH2:14][C:15]([C:18]3[CH:26]=[CH:25][C:21](C(O)=O)=[CH:20][CH:19]=3)([OH:17])[CH3:16])[C:7]3[CH:8]=[CH:9][C:10]([CH3:13])=[CH:11][C:12]=3[C:4]=2[CH2:3]1.CCN=C=N[CH2:34][CH2:35][CH2:36][N:37]([CH3:39])C.Cl.N1CCCC1.[C:46]([O-:49])(O)=O.[Na+], predict the reaction product. The product is: [CH3:1][N:2]1[CH2:28][CH2:27][C:5]2[N:6]([CH2:14][C:15]([C:18]3[CH:19]=[CH:20][C:21]([C:46]([N:37]4[CH2:36][CH2:35][CH2:34][CH2:39]4)=[O:49])=[CH:25][CH:26]=3)([OH:17])[CH3:16])[C:7]3[CH:8]=[CH:9][C:10]([CH3:13])=[CH:11][C:12]=3[C:4]=2[CH2:3]1. (2) Given the reactants [Cl:1][C:2]1[CH:7]=[CH:6][C:5]([C:8]2[C:17]3[C:12](=[CH:13][CH:14]=[C:15]([C:18]([OH:20])=O)[CH:16]=3)[CH:11]=[N:10][CH:9]=2)=[CH:4][CH:3]=1.F[B-](F)(F)F.[N:26]1(OC(N(C)C)=[N+](C)C)[C:30]2[CH:31]=CC=C[C:29]=2N=N1.C(N(CC)C(C)C)(C)C.C(N)(C)C, predict the reaction product. The product is: [Cl:1][C:2]1[CH:7]=[CH:6][C:5]([C:8]2[C:17]3[C:12](=[CH:13][CH:14]=[C:15]([C:18]([NH:26][CH:30]([CH3:31])[CH3:29])=[O:20])[CH:16]=3)[CH:11]=[N:10][CH:9]=2)=[CH:4][CH:3]=1. (3) Given the reactants C([N:8]1[C:17](=[O:18])[C:16]2[C:11](=[CH:12][CH:13]=[C:14]([C:19]([O:21][CH3:22])=[O:20])[CH:15]=2)[N:10]([CH3:23])[C:9]1=[O:24])C1C=CC=CC=1.C(N1C(=O)C2C(=CC=C(C(O)=O)C=2)N(C)C1=O)C1C=CC=CC=1.[Al+3].[Cl-].[Cl-].[Cl-], predict the reaction product. The product is: [CH3:23][N:10]1[C:11]2[C:16](=[CH:15][C:14]([C:19]([O:21][CH3:22])=[O:20])=[CH:13][CH:12]=2)[C:17](=[O:18])[NH:8][C:9]1=[O:24]. (4) Given the reactants [F:1][C:2]([F:12])([F:11])[C:3]1[CH:4]=[C:5]([NH2:10])[C:6]([NH2:9])=[N:7][CH:8]=1.Cl[C:14]([O:16][CH3:17])=[O:15], predict the reaction product. The product is: [NH2:9][C:6]1[C:5]([NH:10][C:14](=[O:15])[O:16][CH3:17])=[CH:4][C:3]([C:2]([F:1])([F:11])[F:12])=[CH:8][N:7]=1. (5) Given the reactants [C:1]1([C:34]2[CH:39]=[CH:38][CH:37]=[CH:36][CH:35]=2)[CH:6]=[CH:5][C:4]([C:7]2[C:8]([CH3:33])=[N:9][N:10]([C:13]3[CH:14]=[C:15]([CH:30]=[CH:31][CH:32]=3)[O:16][C:17]3[CH:18]=[C:19]([CH:27]=[CH:28][CH:29]=3)[O:20][C:21]3[CH:26]=[CH:25][CH:24]=[CH:23][N:22]=3)[C:11]=2[CH3:12])=[CH:3][CH:2]=1.CC([O-])=O.CC([O-])=O.[Pd+2:48], predict the reaction product. The product is: [Pd:48].[C:1]1([C:34]2[CH:35]=[CH:36][CH:37]=[CH:38][CH:39]=2)[CH:6]=[CH:5][C:4]([C:7]2[C:8]([CH3:33])=[N:9][N:10]([C:13]3[CH:14]=[C:15]([CH:30]=[CH:31][CH:32]=3)[O:16][C:17]3[CH:18]=[C:19]([CH:27]=[CH:28][CH:29]=3)[O:20][C:21]3[CH:26]=[CH:25][CH:24]=[CH:23][N:22]=3)[C:11]=2[CH3:12])=[CH:3][CH:2]=1.